Dataset: Forward reaction prediction with 1.9M reactions from USPTO patents (1976-2016). Task: Predict the product of the given reaction. (1) Given the reactants [OH-:1].[K+].[CH2:3]([C:5]1[N:6]([CH3:22])[C:7]2[C:12]([C:13]=1[C:14](=[O:19])C(F)(F)F)=[CH:11][CH:10]=[C:9]([O:20][CH3:21])[CH:8]=2)[CH3:4], predict the reaction product. The product is: [CH2:3]([C:5]1[N:6]([CH3:22])[C:7]2[C:12]([C:13]=1[C:14]([OH:19])=[O:1])=[CH:11][CH:10]=[C:9]([O:20][CH3:21])[CH:8]=2)[CH3:4]. (2) Given the reactants Br[C:2]1[S:10][C:9]2[C:8]([N:11]3[CH2:16][CH2:15][N:14]([C:17]([NH:19][C@H:20]([C:22]4[CH:27]=[CH:26][CH:25]=[C:24]([Cl:28])[CH:23]=4)[CH3:21])=[O:18])[C:13]([CH3:30])([CH3:29])[CH2:12]3)=[N:7][CH:6]=[N:5][C:4]=2[CH:3]=1.[CH3:31][O:32][C:33]1[CH:38]=[C:37](B2OC(C)(C)C(C)(C)O2)[CH:36]=[CH:35][N:34]=1.C(=O)([O-])[O-].[K+].[K+], predict the reaction product. The product is: [Cl:28][C:24]1[CH:23]=[C:22]([C@@H:20]([NH:19][C:17]([N:14]2[CH2:15][CH2:16][N:11]([C:8]3[C:9]4[S:10][C:2]([C:37]5[CH:36]=[CH:35][N:34]=[C:33]([O:32][CH3:31])[CH:38]=5)=[CH:3][C:4]=4[N:5]=[CH:6][N:7]=3)[CH2:12][C:13]2([CH3:30])[CH3:29])=[O:18])[CH3:21])[CH:27]=[CH:26][CH:25]=1. (3) Given the reactants C1C=C(Cl)C=C(C(OO)=O)C=1.O=C1C2C(=CC=CC=2)C(=O)[N:14]1[O:23][CH2:24][C:25]1[N:26]([CH2:38][CH2:39][CH2:40][NH:41][C:42](=[O:48])[O:43][C:44]([CH3:47])([CH3:46])[CH3:45])[C:27]2[C:36]3[N:35]=[CH:34][CH:33]=[CH:32][C:31]=3[N:30]=[CH:29][C:28]=2[N:37]=1.[OH-].[NH4+:50].C1(C)C=CC(S(Cl)(=O)=O)=CC=1, predict the reaction product. The product is: [NH2:50][C:29]1[C:28]2[N:37]=[C:25]([CH2:24][O:23][NH2:14])[N:26]([CH2:38][CH2:39][CH2:40][NH:41][C:42](=[O:48])[O:43][C:44]([CH3:45])([CH3:47])[CH3:46])[C:27]=2[C:36]2[N:35]=[CH:34][CH:33]=[CH:32][C:31]=2[N:30]=1. (4) Given the reactants C[O:2][C:3](=[O:30])[C:4]1[CH:9]=[CH:8][CH:7]=[C:6]([NH:10][C:11]2[N:19]=[C:18]([NH:20][C@H:21]3[CH2:26][CH2:25][C@H:24]([OH:27])[CH2:23][CH2:22]3)[N:17]=[C:16]3[C:12]=2[N:13]=[CH:14][N:15]3[CH2:28][CH3:29])[CH:5]=1.O.[Li+].[OH-], predict the reaction product. The product is: [CH2:28]([N:15]1[CH:14]=[N:13][C:12]2[C:16]1=[N:17][C:18]([NH:20][C@H:21]1[CH2:26][CH2:25][C@H:24]([OH:27])[CH2:23][CH2:22]1)=[N:19][C:11]=2[NH:10][C:6]1[CH:5]=[C:4]([CH:9]=[CH:8][CH:7]=1)[C:3]([OH:30])=[O:2])[CH3:29]. (5) The product is: [CH:27]1([C:31]([NH:25][C:23]2[CH:22]=[CH:21][C:20]([CH3:26])=[C:19]([CH2:18][CH2:17][N:14]3[CH2:13][CH2:12][CH:11]([C:7]4[C:6]5[C:10](=[C:2]([Cl:1])[CH:3]=[CH:4][CH:5]=5)[NH:9][CH:8]=4)[CH2:16][CH2:15]3)[CH:24]=2)=[O:32])[CH2:30][CH2:29][CH2:28]1. Given the reactants [Cl:1][C:2]1[CH:3]=[CH:4][CH:5]=[C:6]2[C:10]=1[NH:9][CH:8]=[C:7]2[CH:11]1[CH2:16][CH2:15][N:14]([CH2:17][CH2:18][C:19]2[CH:24]=[C:23]([NH2:25])[CH:22]=[CH:21][C:20]=2[CH3:26])[CH2:13][CH2:12]1.[CH:27]1([C:31](Cl)=[O:32])[CH2:30][CH2:29][CH2:28]1, predict the reaction product. (6) The product is: [C:14]([O:18][C:19]([N:21]1[CH2:25][C@@H:24]([CH3:26])[CH2:23][C@H:22]1[C:27](=[O:28])[NH:12][C:8]1[C:9]2[C:4](=[CH:3][C:2]([Br:1])=[CH:11][CH:10]=2)[CH:5]=[CH:6][C:7]=1[NH2:13])=[O:20])([CH3:16])([CH3:17])[CH3:15]. Given the reactants [Br:1][C:2]1[CH:11]=[CH:10][C:9]2[C:4](=[CH:5][CH:6]=[C:7]([NH2:13])[C:8]=2[NH2:12])[CH:3]=1.[C:14]([O:18][C:19]([N:21]1[CH2:25][C@@H:24]([CH3:26])[CH2:23][C@H:22]1[C:27](O)=[O:28])=[O:20])([CH3:17])([CH3:16])[CH3:15].CCN(C(C)C)C(C)C.CN(C(ON1N=NC2C=CC=NC1=2)=[N+](C)C)C.F[P-](F)(F)(F)(F)F, predict the reaction product. (7) The product is: [CH2:27]([O:15][C:13]([CH:12]1[CH2:10][CH:11]([C:19]2[CH:22]=[CH:23][CH:24]=[CH:25][C:18]=2[Br:17])[C:3]2[C:4](=[CH:6][C:7]([Cl:9])=[CH:8][C:2]=2[Cl:1])[NH:5]1)=[O:14])[CH3:28]. Given the reactants [Cl:1][C:2]1[CH:3]=[C:4]([CH:6]=[C:7]([Cl:9])[CH:8]=1)[NH2:5].[CH2:10]([C:12](=O)[C:13]([O-:15])=[O:14])[CH3:11].[Br:17][C:18]1[CH:25]=[CH:24][CH:23]=[CH:22][C:19]=1C=C.F[C:27](F)(F)[C:28](O)=O, predict the reaction product. (8) Given the reactants [Br:1][C:2]1[N:3]=[C:4]([CH:16]2[CH2:21][CH2:20][N:19]([C:22]([O:24][C:25]([CH3:28])([CH3:27])[CH3:26])=[O:23])[CH2:18][CH2:17]2)[N:5]([CH2:7][CH2:8][O:9]C2CCCCO2)[CH:6]=1.O1CCCC1.Cl, predict the reaction product. The product is: [Br:1][C:2]1[N:3]=[C:4]([CH:16]2[CH2:21][CH2:20][N:19]([C:22]([O:24][C:25]([CH3:28])([CH3:27])[CH3:26])=[O:23])[CH2:18][CH2:17]2)[N:5]([CH2:7][CH2:8][OH:9])[CH:6]=1. (9) Given the reactants [F:1][C:2]([F:12])([F:11])[CH:3]([C:5]1[CH:10]=[CH:9][CH:8]=[CH:7][N:6]=1)[NH2:4].CCN(C(C)C)C(C)C.Cl[C:23]([O:25][CH:26]1[CH:31]([CH:32]([CH3:34])[CH3:33])[CH2:30][CH2:29][CH:28]([CH3:35])[CH2:27]1)=[O:24].C(OCC)(=O)C, predict the reaction product. The product is: [CH:32]([C@@H:31]1[CH2:30][CH2:29][C@@H:28]([CH3:35])[CH2:27][C@H:26]1[O:25][C:23](=[O:24])[NH:4][CH:3]([C:5]1[CH:10]=[CH:9][CH:8]=[CH:7][N:6]=1)[C:2]([F:1])([F:11])[F:12])([CH3:33])[CH3:34]. (10) Given the reactants [CH3:1][NH:2][CH2:3][CH2:4][CH2:5][CH2:6][CH2:7][CH2:8][CH2:9][CH2:10][NH:11][CH3:12].[C:13](O[C:13]([O:15][C:16]([CH3:19])([CH3:18])[CH3:17])=[O:14])([O:15][C:16]([CH3:19])([CH3:18])[CH3:17])=[O:14].O, predict the reaction product. The product is: [CH3:12][N:11]([CH2:10][CH2:9][CH2:8][CH2:7][CH2:6][CH2:5][CH2:4][CH2:3][NH:2][CH3:1])[C:13](=[O:14])[O:15][C:16]([CH3:19])([CH3:18])[CH3:17].